Dataset: Forward reaction prediction with 1.9M reactions from USPTO patents (1976-2016). Task: Predict the product of the given reaction. (1) The product is: [Cl:14][C:15]1[CH:20]=[C:19]([Cl:21])[CH:18]=[CH:17][C:16]=1[C:22]1[C:23]([C:39]#[N:40])=[C:24]([N:33]2[CH2:34][CH2:35][O:36][CH2:37][CH2:38]2)[S:25][C:26]=1[C:27]1[NH:28][CH:29]=[C:30]([CH3:32])[N:31]=1. Given the reactants CS(C)=O.C(Cl)Cl.C(Cl)(=O)C(Cl)=O.[Cl:14][C:15]1[CH:20]=[C:19]([Cl:21])[CH:18]=[CH:17][C:16]=1[C:22]1[C:23]([C:39]#[N:40])=[C:24]([N:33]2[CH2:38][CH2:37][O:36][CH2:35][CH2:34]2)[S:25][C:26]=1[C:27]1[NH:28][CH2:29][CH:30]([CH3:32])[N:31]=1.[OH-].[NH4+], predict the reaction product. (2) Given the reactants [CH3:1][C:2]1[O:6][N:5]=[C:4]([C:7]2[CH:12]=[CH:11][CH:10]=[CH:9][CH:8]=2)[C:3]=1[C:13]1[N:14]=[C:15]([CH2:27]O)[N:16]([C:18]2[CH:23]=[CH:22][C:21]([N+:24]([O-:26])=[O:25])=[CH:20][CH:19]=2)[CH:17]=1.C(N(CC)CC)C.CS([Cl:40])(=O)=O.C(=O)([O-])O.[Na+], predict the reaction product. The product is: [Cl:40][CH2:27][C:15]1[N:16]([C:18]2[CH:23]=[CH:22][C:21]([N+:24]([O-:26])=[O:25])=[CH:20][CH:19]=2)[CH:17]=[C:13]([C:3]2[C:4]([C:7]3[CH:12]=[CH:11][CH:10]=[CH:9][CH:8]=3)=[N:5][O:6][C:2]=2[CH3:1])[N:14]=1. (3) Given the reactants [O:1]([C:8]1[CH:13]=[CH:12][C:11]([CH2:14][C:15](C2C=CC=CC=2)=O)=[CH:10][CH:9]=1)[C:2]1[CH:7]=[CH:6][CH:5]=[CH:4][CH:3]=1.C[Si]([C:27]#[N:28])(C)C.[ClH:29], predict the reaction product. The product is: [Cl:29][C:14]([C:11]1[CH:10]=[CH:9][C:8]([O:1][C:2]2[CH:3]=[CH:4][CH:5]=[CH:6][CH:7]=2)=[CH:13][CH:12]=1)([CH3:15])[C:27]#[N:28]. (4) Given the reactants C([O:3][C:4](=[O:30])[C:5]1[C:10]([NH:11][C:12]2[C:21]3[CH2:20][CH2:19][CH2:18][CH2:17][C:16]=3[N:15]=[C:14]([C:22]3[CH:27]=[C:26]([Cl:28])[CH:25]=[CH:24][C:23]=3[F:29])[N:13]=2)=[CH:9][CH:8]=[N:7][CH:6]=1)C.[OH-].[Na+], predict the reaction product. The product is: [Cl:28][C:26]1[CH:25]=[CH:24][C:23]([F:29])=[C:22]([C:14]2[N:13]=[C:12]([NH:11][C:10]3[C:5]([C:4]([OH:30])=[O:3])=[CH:6][N:7]=[CH:8][CH:9]=3)[C:21]3[CH2:20][CH2:19][CH2:18][CH2:17][C:16]=3[N:15]=2)[CH:27]=1. (5) The product is: [CH2:36]([O:24][C:23](=[O:25])[C:22]1[CH:21]=[CH:20][C:19]([NH:18][C:16](=[O:17])[C:15]2[CH:28]=[C:29]([O:33][CH3:34])[C:30]([O:31][CH3:32])=[C:13]([NH:12][S:9]([C:4]3[CH:5]=[CH:6][C:7]([Cl:8])=[C:2]([Cl:1])[CH:3]=3)(=[O:11])=[O:10])[CH:14]=2)=[CH:27][CH:26]=1)[CH3:41]. Given the reactants [Cl:1][C:2]1[CH:3]=[C:4]([S:9]([NH:12][C:13]2[CH:14]=[C:15]([CH:28]=[C:29]([O:33][CH3:34])[C:30]=2[O:31][CH3:32])[C:16]([NH:18][C:19]2[CH:27]=[CH:26][C:22]([C:23]([OH:25])=[O:24])=[CH:21][CH:20]=2)=[O:17])(=[O:11])=[O:10])[CH:5]=[CH:6][C:7]=1[Cl:8].Cl[C:36]1C=C(S(Cl)(=O)=O)C=C[C:41]=1Cl, predict the reaction product. (6) Given the reactants O=[C:2]([C:6]1[CH:11]=[CH:10][CH:9]=[CH:8][N:7]=1)[CH2:3][C:4]#[N:5].C(N(CC)CC)C.Cl.[C:20]([NH:24][NH2:25])([CH3:23])([CH3:22])[CH3:21], predict the reaction product. The product is: [C:20]([N:24]1[C:4]([NH2:5])=[CH:3][C:2]([C:6]2[CH:11]=[CH:10][CH:9]=[CH:8][N:7]=2)=[N:25]1)([CH3:23])([CH3:22])[CH3:21].